The task is: Predict which catalyst facilitates the given reaction.. This data is from Catalyst prediction with 721,799 reactions and 888 catalyst types from USPTO. (1) Reactant: [OH:1][C:2]1[CH:3]=[C:4]([CH:7]=[CH:8][C:9]=1[OH:10])[CH:5]=[O:6].Cl[C:12]([F:17])([F:16])C([O-])=O.[Na+].[OH-].[Na+]. Product: [F:16][CH:12]([F:17])[O:10][C:9]1[CH:8]=[CH:7][C:4]([CH:5]=[O:6])=[CH:3][C:2]=1[OH:1]. The catalyst class is: 35. (2) Reactant: [Cl:1][C:2]1[C:3]([Cl:11])=[N:4][CH:5]=[C:6]([CH:10]=1)[C:7](Cl)=[O:8].[NH4+:12].[OH-].O. Product: [Cl:1][C:2]1[C:3]([Cl:11])=[N:4][CH:5]=[C:6]([CH:10]=1)[C:7]([NH2:12])=[O:8]. The catalyst class is: 2. (3) Reactant: [Br:1][C:2]1[CH:3]=[C:4]([N+:10]([O-])=O)[C:5]([O:8][CH3:9])=[N:6][CH:7]=1.Cl. Product: [Br:1][C:2]1[CH:3]=[C:4]([NH2:10])[C:5]([O:8][CH3:9])=[N:6][CH:7]=1. The catalyst class is: 150. (4) Reactant: [ClH:1].[NH2:2][C@@H:3]([C:13]1[CH:18]=[CH:17][CH:16]=[CH:15][CH:14]=1)[C:4]([O:6][CH:7]1[CH2:12][CH2:11][CH2:10][CH2:9][CH2:8]1)=[O:5].[P:19](Cl)(Cl)(=[O:31])[O:20][C:21]1[C:30]2[C:25](=[CH:26][CH:27]=[CH:28][CH:29]=2)[CH:24]=[CH:23][CH:22]=1. Product: [CH:7]1([O:6][C:4](=[O:5])[C@@H:3]([N:2]=[P:19]([O:20][C:21]2[C:30]3[C:25](=[CH:26][CH:27]=[CH:28][CH:29]=3)[CH:24]=[CH:23][C:22]=2[Cl:1])=[O:31])[C:13]2[CH:18]=[CH:17][CH:16]=[CH:15][CH:14]=2)[CH2:8][CH2:9][CH2:10][CH2:11][CH2:12]1. The catalyst class is: 2. (5) Reactant: C[O:2][C:3]([C:5]1[CH:6]=[C:7]2[C:12](=[C:13]([CH3:15])[CH:14]=1)[NH:11][CH:10]([C:16]1[CH:21]=[CH:20][CH:19]=[C:18]([N:22]3[CH2:27][CH2:26][O:25][CH2:24][CH2:23]3)[CH:17]=1)[CH2:9][C:8]2([CH3:29])[CH3:28])=[O:4].[OH-].[Na+].Cl. Product: [CH3:28][C:8]1([CH3:29])[C:7]2[C:12](=[C:13]([CH3:15])[CH:14]=[C:5]([C:3]([OH:4])=[O:2])[CH:6]=2)[NH:11][CH:10]([C:16]2[CH:21]=[CH:20][CH:19]=[C:18]([N:22]3[CH2:27][CH2:26][O:25][CH2:24][CH2:23]3)[CH:17]=2)[CH2:9]1. The catalyst class is: 364. (6) Reactant: Br[C:2]1[CH:7]=[CH:6][CH:5]=[C:4]([CH2:8]Br)[CH:3]=1.Br[C:11]1[CH:12]=[C:13]([CH:45]=[CH:46][CH:47]=1)[CH2:14][N:15]1[C:19]2[CH:20]=[CH:21][C:22]([O:24][CH2:25][C:26]3[CH:35]=[CH:34][C:33]4[C:28](=[CH:29][CH:30]=[CH:31][CH:32]=4)[N:27]=3)=[CH:23][C:18]=2[N:17]=[C:16]1[CH2:36][C:37]([CH3:44])([CH3:43])[C:38]([O:40][CH2:41][CH3:42])=[O:39].[CH3:48][O:49][C:50]1[N:55]=[CH:54][C:53](B(O)O)=[CH:52][CH:51]=1.C(Cl)Cl.C([O-])([O-])=O.[K+].[K+]. Product: [CH3:48][O:49][C:50]1[N:55]=[CH:54][C:53]([C:11]2[CH:12]=[C:13]([CH:45]=[CH:46][CH:47]=2)[CH2:14][N:15]2[C:19]3[CH:20]=[CH:21][C:22]([O:24][CH2:25][C:26]4[CH:35]=[CH:34][C:33]5[C:28](=[CH:29][CH:30]=[CH:31][CH:32]=5)[N:27]=4)=[CH:23][C:18]=3[N:17]=[C:16]2[CH2:36][C:37]([CH3:44])([CH3:43])[C:38]([OH:40])=[O:39])=[CH:52][CH:51]=1.[CH3:48][O:49][C:50]1[N:55]=[CH:54][C:53]([C:2]2[CH:3]=[C:4]([CH:5]=[CH:6][CH:7]=2)[CH2:8][N:15]2[C:19]3[CH:20]=[CH:21][C:22]([O:24][CH2:25][C:26]4[CH:35]=[CH:34][C:33]5[C:28](=[CH:29][CH:30]=[CH:31][CH:32]=5)[N:27]=4)=[CH:23][C:18]=3[N:17]=[C:16]2[CH2:36][C:37]([CH3:43])([CH3:44])[C:38]([O:40][CH2:41][CH3:42])=[O:39])=[CH:52][CH:51]=1. The catalyst class is: 140. (7) Reactant: [C:1]([C:3]1[CH:8]=[CH:7][CH:6]=[CH:5][C:4]=1[OH:9])#[N:2].C(=O)([O-])[O-].[Cs+].[Cs+].I[CH:17]([CH3:19])[CH3:18]. Product: [CH:17]([O:9][C:4]1[CH:5]=[CH:6][CH:7]=[CH:8][C:3]=1[C:1]#[N:2])([CH3:19])[CH3:18]. The catalyst class is: 21. (8) Reactant: [CH3:1][CH:2]([CH3:12])[CH2:3][CH2:4][C@@H:5]([CH2:9][CH:10]=[CH2:11])[C:6](O)=[O:7].Cl.[CH3:14][NH:15][O:16][CH3:17].Cl.CN(C)CCCN=C=NCC.ON1C2C=CC=CC=2N=N1.CN1CCOCC1. Product: [CH3:17][O:16][N:15]([CH3:14])[C:6](=[O:7])[C@@H:5]([CH2:4][CH2:3][CH:2]([CH3:12])[CH3:1])[CH2:9][CH:10]=[CH2:11]. The catalyst class is: 4.